Dataset: Reaction yield outcomes from USPTO patents with 853,638 reactions. Task: Predict the reaction yield, written as a fraction of the theoretical maximum amount of product (1.0 means a 100% yield; for example, 0.34 means a 34% yield). The reactants are Br[C:2]1[CH:3]=[CH:4][C:5]([N+:8]([O-:10])=[O:9])=[N:6][CH:7]=1.C(=O)([O-])[O-].[Cs+].[Cs+].[C:17]([C:19]([C:22]1[CH:23]=[C:24]([CH:35]=[CH:36][CH:37]=1)[C:25]([NH:27][C:28]1[CH:33]=[CH:32][CH:31]=[C:30]([OH:34])[CH:29]=1)=[O:26])([CH3:21])[CH3:20])#[N:18].O. The catalyst is CN(C)C=O. The product is [C:17]([C:19]([C:22]1[CH:23]=[C:24]([CH:35]=[CH:36][CH:37]=1)[C:25]([NH:27][C:28]1[CH:33]=[CH:32][CH:31]=[C:30]([O:34][C:2]2[CH:7]=[N:6][C:5]([N+:8]([O-:10])=[O:9])=[CH:4][CH:3]=2)[CH:29]=1)=[O:26])([CH3:21])[CH3:20])#[N:18]. The yield is 0.670.